This data is from Forward reaction prediction with 1.9M reactions from USPTO patents (1976-2016). The task is: Predict the product of the given reaction. Given the reactants [CH3:1][S:2](Cl)(=[O:4])=[O:3].[CH3:6][O:7][C:8]1[CH:13]=[C:12]([CH:14]2[CH2:19][CH2:18][NH:17][CH2:16][CH2:15]2)[CH:11]=[CH:10][C:9]=1[N:20]([CH3:31])[C:21]1[N:26]=[CH:25][C:24]2[N:27]=[CH:28][N:29]([CH3:30])[C:23]=2[CH:22]=1.C(N(CC)CC)C, predict the reaction product. The product is: [CH3:6][O:7][C:8]1[CH:13]=[C:12]([CH:14]2[CH2:19][CH2:18][N:17]([S:2]([CH3:1])(=[O:4])=[O:3])[CH2:16][CH2:15]2)[CH:11]=[CH:10][C:9]=1[N:20]([CH3:31])[C:21]1[N:26]=[CH:25][C:24]2[N:27]=[CH:28][N:29]([CH3:30])[C:23]=2[CH:22]=1.